Binary Classification. Given a miRNA mature sequence and a target amino acid sequence, predict their likelihood of interaction. From a dataset of Experimentally validated miRNA-target interactions with 360,000+ pairs, plus equal number of negative samples. The miRNA is mmu-miR-3552 with sequence AGGCUGCAGGCCCACUUCCCU. The protein sequence of the target gene is MEPEPAAQKQPRPRRRSRRVSMLSEEPAAGLPADTPGPAANERCSLRRGSSFTFLTPGPHWDFTLKRKRREKDDDAVSLSSLDLKEPSNKRVRPLARVTSLANLISPVRNGAVRRFGQTIQSFTLRGDHRSPASAQKSFSRSTVPTPTKRRSSALWSEMLDINMKESLTTREIKRQEAIYELSRGEQDLIEDLKLARKAYHDPMLKLSIMSEEELTHIFGDLDAYIPLHEDLLARIGEATKPDGTVEQIGHILVNWLPGLNAYRGYCSNQLAAKALLDQKKQDPRVQDFLQRCLESPFSR.... Result: 0 (no interaction).